From a dataset of Full USPTO retrosynthesis dataset with 1.9M reactions from patents (1976-2016). Predict the reactants needed to synthesize the given product. (1) Given the product [CH3:66][C:67]1[CH:68]=[C:69]([CH:72]=[C:73]([CH3:75])[CH:74]=1)[CH2:70][NH:71][C:20](=[O:22])[CH2:19][CH2:18][N:15]1[CH2:14][CH2:13][CH:12]([NH:11][CH2:10][C@H:9]([OH:8])[C:23]2[CH:32]=[CH:31][C:30]([OH:33])=[C:29]3[C:24]=2[CH:25]=[CH:26][C:27](=[O:34])[NH:28]3)[CH2:17][CH2:16]1, predict the reactants needed to synthesize it. The reactants are: [Si]([O:8][C@H:9]([C:23]1[CH:32]=[CH:31][C:30]([OH:33])=[C:29]2[C:24]=1[CH:25]=[CH:26][C:27](=[O:34])[NH:28]2)[CH2:10][NH:11][CH:12]1[CH2:17][CH2:16][N:15]([CH2:18][CH2:19][C:20]([OH:22])=O)[CH2:14][CH2:13]1)(C(C)(C)C)(C)C.CN(C(ON1N=NC2C=CC=NC1=2)=[N+](C)C)C.F[P-](F)(F)(F)(F)F.C(N(CC)CC)C.[CH3:66][C:67]1[CH:68]=[C:69]([CH:72]=[C:73]([CH3:75])[CH:74]=1)[CH2:70][NH2:71]. (2) Given the product [ClH:37].[C:1]1([N:7]([CH2:30][CH2:31][C:32]([O:34][CH2:35][CH3:36])=[O:33])[C:8]([C:10]2[CH:29]=[CH:28][C:13]3[N:14]([CH3:27])[C:15]([CH2:17][S:18][C:19]4[CH:24]=[CH:23][C:22]([C:25](=[NH:42])[NH2:26])=[CH:21][CH:20]=4)=[N:16][C:12]=3[CH:11]=2)=[O:9])[CH:2]=[CH:3][CH:4]=[CH:5][CH:6]=1, predict the reactants needed to synthesize it. The reactants are: [C:1]1([N:7]([CH2:30][CH2:31][C:32]([O:34][CH2:35][CH3:36])=[O:33])[C:8]([C:10]2[CH:29]=[CH:28][C:13]3[N:14]([CH3:27])[C:15]([CH2:17][S:18][C:19]4[CH:24]=[CH:23][C:22]([C:25]#[N:26])=[CH:21][CH:20]=4)=[N:16][C:12]=3[CH:11]=2)=[O:9])[CH:6]=[CH:5][CH:4]=[CH:3][CH:2]=1.[ClH:37].C(=O)([O-])[O-].[NH4+:42].[NH4+].C(OCC)(=O)C.C(O)C.N. (3) Given the product [OH:12][C:7]1[CH:8]=[C:9]2[C:4](=[CH:5][CH:6]=1)[CH:3]=[C:2]([B:18]([OH:23])[OH:19])[CH:11]=[CH:10]2, predict the reactants needed to synthesize it. The reactants are: Br[C:2]1[CH:11]=[CH:10][C:9]2[C:4](=[CH:5][CH:6]=[C:7]([OH:12])[CH:8]=2)[CH:3]=1.C([Li])CCC.[B:18](OC(C)C)([O:23]C(C)C)[O:19]C(C)C.S(=O)(=O)(O)O. (4) The reactants are: [CH2:1]([O:3][C:4]1[N:9]=[C:8]([C:10](OC)=O)[CH:7]=[C:6]([C:14]2[CH:15]=[N:16][C:17]([NH:31][C:32]([NH:34][CH2:35][CH3:36])=[O:33])=[CH:18][C:19]=2[C:20]2[S:21][CH:22]=[C:23]([C:25]3[CH:30]=[CH:29][CH:28]=[CH:27][CH:26]=3)[N:24]=2)[CH:5]=1)[CH3:2].[OH-].[Li+].[C:39]([NH:42][NH2:43])(=[O:41])[CH3:40].P(Cl)(Cl)(Cl)=O.C(=O)(O)[O-].[Na+]. Given the product [CH2:1]([O:3][C:4]1[CH:5]=[C:6]([C:14]2[CH:15]=[N:16][C:17]([NH:31][C:32]([NH:34][CH2:35][CH3:36])=[O:33])=[CH:18][C:19]=2[C:20]2[S:21][CH:22]=[C:23]([C:25]3[CH:30]=[CH:29][CH:28]=[CH:27][CH:26]=3)[N:24]=2)[CH:7]=[C:8]([C:10]2[O:41][C:39]([CH3:40])=[N:42][N:43]=2)[N:9]=1)[CH3:2], predict the reactants needed to synthesize it. (5) Given the product [CH:29]1([NH:34][CH:15]([C:16]2[CH:21]=[CH:20][N:19]=[CH:18][CH:17]=2)[CH2:14][N:6]2[C:7]3[CH:8]=[CH:9][C:10]([CH3:13])=[CH:11][C:12]=3[C:4]3[CH2:3][N:2]([CH3:1])[CH2:28][CH2:27][C:5]2=3)[CH2:33][CH2:32][CH2:31][CH2:30]1, predict the reactants needed to synthesize it. The reactants are: [CH3:1][N:2]1[CH2:28][CH2:27][C:5]2[N:6]([CH2:14][CH:15](OS(C)(=O)=O)[C:16]3[CH:21]=[CH:20][N:19]=[CH:18][CH:17]=3)[C:7]3[CH:8]=[CH:9][C:10]([CH3:13])=[CH:11][C:12]=3[C:4]=2[CH2:3]1.[CH:29]1([NH2:34])[CH2:33][CH2:32][CH2:31][CH2:30]1. (6) Given the product [CH:25]([NH:22][C:3]([N:9]1[CH2:10][CH:11]2[CH2:15][C:14](=[O:16])[CH2:13][CH:12]2[CH2:8]1)=[O:5])([CH3:26])[CH3:18], predict the reactants needed to synthesize it. The reactants are: FC(F)(F)[C:3]([OH:5])=O.[CH2:8]1[CH:12]2[CH2:13][C:14](=[O:16])[CH2:15][CH:11]2[CH2:10][NH:9]1.[N-]=[C:18]=O.C([N:22]([CH2:25][CH3:26])CC)C. (7) Given the product [CH3:17][O:18][C:19]1[CH:20]=[C:21]([CH:25]=[CH:26][C:27]=1[O:28][CH3:29])[C:22]([NH:16][C:13]1[CH:12]=[CH:11][C:10]([C:2]([CH3:1])([C:4]2[O:5][C:6]([CH3:9])=[N:7][N:8]=2)[CH3:3])=[CH:15][CH:14]=1)=[O:23], predict the reactants needed to synthesize it. The reactants are: [CH3:1][C:2]([C:10]1[CH:15]=[CH:14][C:13]([NH2:16])=[CH:12][CH:11]=1)([C:4]1[O:5][C:6]([CH3:9])=[N:7][N:8]=1)[CH3:3].[CH3:17][O:18][C:19]1[CH:20]=[C:21]([CH:25]=[CH:26][C:27]=1[O:28][CH3:29])[C:22](Cl)=[O:23].C(N(CC)CC)C. (8) Given the product [Cl:1][C:2]1[CH:3]=[CH:4][C:5]([CH:8]2[CH2:12][N:11]([C:13]([CH:15]3[CH2:20][CH2:19][N:18]([CH2:40][CH2:39][C:38]([F:43])([F:42])[F:37])[CH2:17][CH2:16]3)=[O:14])[CH2:10][CH:9]2[N:21]([CH3:36])[C:22](=[O:35])[C:23]2[CH:28]=[CH:27][C:26]([O:29][CH3:30])=[C:25]([C:31]([F:33])([F:32])[F:34])[CH:24]=2)=[CH:6][CH:7]=1, predict the reactants needed to synthesize it. The reactants are: [Cl:1][C:2]1[CH:7]=[CH:6][C:5]([CH:8]2[CH2:12][N:11]([C:13]([CH:15]3[CH2:20][CH2:19][NH:18][CH2:17][CH2:16]3)=[O:14])[CH2:10][CH:9]2[N:21]([CH3:36])[C:22](=[O:35])[C:23]2[CH:28]=[CH:27][C:26]([O:29][CH3:30])=[C:25]([C:31]([F:34])([F:33])[F:32])[CH:24]=2)=[CH:4][CH:3]=1.[F:37][C:38]([F:43])([F:42])[CH2:39][CH:40]=O. (9) The reactants are: [Cl:1][C:2]1[CH:7]=[CH:6][CH:5]=[C:4]([F:8])[C:3]=1[C:9]1[CH:10]=[C:11]2[C:15](=[CH:16][CH:17]=1)[N:14](S(C1C=CC(C)=CC=1)(=O)=O)[CH:13]=[C:12]2[C:28]1[N:33]=[C:32]([N:34]2[CH2:39][CH2:38][CH:37]([NH:40][C:41](=[O:47])[O:42][C:43]([CH3:46])([CH3:45])[CH3:44])[CH2:36][CH2:35]2)[CH:31]=[N:30][CH:29]=1.C[O-].[Na+].C1COCC1. Given the product [Cl:1][C:2]1[CH:7]=[CH:6][CH:5]=[C:4]([F:8])[C:3]=1[C:9]1[CH:10]=[C:11]2[C:15](=[CH:16][CH:17]=1)[NH:14][CH:13]=[C:12]2[C:28]1[N:33]=[C:32]([N:34]2[CH2:35][CH2:36][CH:37]([NH:40][C:41](=[O:47])[O:42][C:43]([CH3:45])([CH3:44])[CH3:46])[CH2:38][CH2:39]2)[CH:31]=[N:30][CH:29]=1, predict the reactants needed to synthesize it. (10) Given the product [CH3:1][O:2][C:3]([CH:5]1[CH2:10][CH:9]2[CH2:11][CH2:12][C:6]1([O:13][CH3:14])[CH2:7][CH2:8]2)=[O:4], predict the reactants needed to synthesize it. The reactants are: [CH3:1][O:2][C:3]([CH:5]1[CH2:10][CH:9]2[CH2:11][CH2:12][C:6]1([O:13][CH3:14])[CH:7]=[CH:8]2)=[O:4].